From a dataset of Reaction yield outcomes from USPTO patents with 853,638 reactions. Predict the reaction yield, written as a fraction of the theoretical maximum amount of product (1.0 means a 100% yield; for example, 0.34 means a 34% yield). (1) The reactants are [Br:1][C:2]1[C:9]([F:10])=[CH:8][C:5]([CH:6]=O)=[C:4]([F:11])[CH:3]=1.[CH3:12][C:13]([S@:16]([NH2:18])=[O:17])([CH3:15])[CH3:14]. The product is [Br:1][C:2]1[C:9]([F:10])=[CH:8][C:5](/[CH:6]=[N:18]/[S@@:16]([C:13]([CH3:15])([CH3:14])[CH3:12])=[O:17])=[C:4]([F:11])[CH:3]=1. The catalyst is S([O-])([O-])(=O)=O.[Cu+2].ClCCCl. The yield is 0.930. (2) The reactants are P([O:13][CH2:14][C@H:15]1[CH2:19][CH2:18][CH2:17][N:16]1[CH2:20][CH2:21][CH2:22][O:23][C:24]1[CH:33]=[C:32]2[C:27]([C:28]([NH:34][C:35]3[CH:39]=[C:38]([CH2:40][C:41]([NH:43][C:44]4[CH:49]=[C:48]([F:50])[CH:47]=[C:46]([F:51])[CH:45]=4)=[O:42])[NH:37][N:36]=3)=[N:29][CH:30]=[N:31]2)=[CH:26][C:25]=1[O:52][CH3:53])(OC(C)(C)C)(OC(C)(C)C)=O.N1CCC[C@@H]1CO. No catalyst specified. The product is [F:50][C:48]1[CH:49]=[C:44]([NH:43][C:41](=[O:42])[CH2:40][C:38]2[NH:37][N:36]=[C:35]([NH:34][C:28]3[C:27]4[C:32](=[CH:33][C:24]([O:23][CH2:22][CH2:21][CH2:20][N:16]5[CH2:17][CH2:18][CH2:19][C@@H:15]5[CH2:14][OH:13])=[C:25]([O:52][CH3:53])[CH:26]=4)[N:31]=[CH:30][N:29]=3)[CH:39]=2)[CH:45]=[C:46]([F:51])[CH:47]=1. The yield is 0.570. (3) The reactants are [CH3:1][O:2][C:3]([C:5]1[CH:6]=[C:7]([C:19]2[CH:24]=[CH:23][CH:22]=[C:21]([C:25]#[N:26])[CH:20]=2)[C:8]([C:15]([F:18])([F:17])[F:16])=[CH:9][C:10]=1[NH:11]C(=O)C)=[O:4].O.S(=O)(=O)(O)O. The catalyst is CO. The product is [CH3:1][O:2][C:3]([C:5]1[CH:6]=[C:7]([C:19]2[CH:24]=[CH:23][CH:22]=[C:21]([C:25]#[N:26])[CH:20]=2)[C:8]([C:15]([F:16])([F:17])[F:18])=[CH:9][C:10]=1[NH2:11])=[O:4]. The yield is 0.660. (4) The reactants are [CH:1]1([N:7]2[C:12]([OH:13])=[C:11]([C:14]([NH:16][CH2:17][C:18]([O:20]CC)=[O:19])=[O:15])[C:10](=[O:23])[NH:9][C:8]2=[O:24])[CH2:6][CH2:5][CH2:4][CH2:3][CH2:2]1.C(=O)([O-])[O-].[K+].[K+].[F:31][C:32]1[CH:39]=[CH:38][CH:37]=[CH:36][C:33]=1[CH2:34]Br.Cl. The catalyst is CN(C)C=O. The product is [CH:1]1([N:7]2[C:12]([OH:13])=[C:11]([C:14]([NH:16][CH2:17][C:18]([OH:20])=[O:19])=[O:15])[C:10](=[O:23])[N:9]([CH2:34][C:33]3[CH:36]=[CH:37][CH:38]=[CH:39][C:32]=3[F:31])[C:8]2=[O:24])[CH2:2][CH2:3][CH2:4][CH2:5][CH2:6]1. The yield is 0.390.